This data is from Catalyst prediction with 721,799 reactions and 888 catalyst types from USPTO. The task is: Predict which catalyst facilitates the given reaction. (1) The catalyst class is: 32. Reactant: [CH3:1][C:2]1[N:7]=[CH:6][C:5](C=O)=[CH:4][N:3]=1.C(O[CH:14]([O:19][CH:20]([CH3:22])[CH3:21])[O:15][CH:16]([CH3:18])[CH3:17])(C)C.CS(O)(=O)=O.C(=O)([O-])[O-].[K+].[K+]. Product: [CH:20]([O:19][CH:14]([O:15][CH:16]([CH3:17])[CH3:18])[C:5]1[CH:4]=[N:3][C:2]([CH3:1])=[N:7][CH:6]=1)([CH3:21])[CH3:22]. (2) Reactant: [CH3:1][NH:2][CH2:3][C:4]1([C:10]2[CH:15]=[CH:14][C:13]([O:16][CH2:17][CH2:18][CH2:19][N:20]3[CH2:24][CH2:23][CH2:22][CH2:21]3)=[CH:12][CH:11]=2)[CH2:9][CH2:8][O:7][CH2:6][CH2:5]1.Br[CH2:26][CH2:27][C:28]1[CH:33]=[CH:32][CH:31]=[CH:30][CH:29]=1.C(=O)([O-])[O-].[K+].[K+]. Product: [CH3:1][N:2]([CH2:26][CH2:27][C:28]1[CH:33]=[CH:32][CH:31]=[CH:30][CH:29]=1)[CH2:3][C:4]1([C:10]2[CH:15]=[CH:14][C:13]([O:16][CH2:17][CH2:18][CH2:19][N:20]3[CH2:24][CH2:23][CH2:22][CH2:21]3)=[CH:12][CH:11]=2)[CH2:9][CH2:8][O:7][CH2:6][CH2:5]1. The catalyst class is: 34.